Dataset: Full USPTO retrosynthesis dataset with 1.9M reactions from patents (1976-2016). Task: Predict the reactants needed to synthesize the given product. (1) Given the product [CH3:4][CH:2]1[O:3][CH:8]([CH:7]([CH3:17])[CH3:12])[O:5][C:1]1=[O:6], predict the reactants needed to synthesize it. The reactants are: [C:1]([OH:6])(=[O:5])[CH:2]([CH3:4])[OH:3].[C:7]1([CH3:17])[CH:12]=CC(S(O)(=O)=O)=C[CH:8]=1. (2) Given the product [CH2:34]([N:3]([CH2:1][CH3:2])[CH2:4][CH2:5][S:6][C:7]1[N:8]=[C:9]([C:26]2[CH:31]=[CH:30][C:29]([F:32])=[CH:28][C:27]=2[CH3:33])[C:10]2[C:15]([C:16]#[N:17])=[CH:14][NH:13][C:11]=2[N:12]=1)[CH3:35], predict the reactants needed to synthesize it. The reactants are: [CH2:1]([N:3]([CH2:34][CH3:35])[CH2:4][CH2:5][S:6][C:7]1[N:8]=[C:9]([C:26]2[CH:31]=[CH:30][C:29]([F:32])=[CH:28][C:27]=2[CH3:33])[C:10]2[C:15]([C:16]#[N:17])=[CH:14][N:13](COCC[Si](C)(C)C)[C:11]=2[N:12]=1)[CH3:2].[F-].C([N+](CCCC)(CCCC)CCCC)CCC. (3) Given the product [CH:14]([N:12]([CH3:13])[C:11]1[C:2]([C:27]2[CH:26]=[CH:25][C:24]([O:23][C:22]([F:21])([F:33])[F:34])=[CH:29][CH:28]=2)=[N:3][C:4]2[C:9]([N:10]=1)=[CH:8][C:7]([C:17]([O:19][CH3:20])=[O:18])=[CH:6][CH:5]=2)([CH3:16])[CH3:15], predict the reactants needed to synthesize it. The reactants are: Cl[C:2]1[C:11]([N:12]([CH:14]([CH3:16])[CH3:15])[CH3:13])=[N:10][C:9]2[C:4](=[CH:5][CH:6]=[C:7]([C:17]([O:19][CH3:20])=[O:18])[CH:8]=2)[N:3]=1.[F:21][C:22]([F:34])([F:33])[O:23][C:24]1[CH:29]=[CH:28][C:27](B(O)O)=[CH:26][CH:25]=1.[O-]P([O-])([O-])=O.[K+].[K+].[K+]. (4) Given the product [OH:19][C:6]1[C:7](=[O:8])[N:9]([CH2:10][C:11]2[CH:12]=[CH:13][C:14]([O:17][CH3:18])=[CH:15][CH:16]=2)[CH:3]=[CH:4][N:5]=1, predict the reactants needed to synthesize it. The reactants are: CO[CH:3](OC)[CH2:4][NH:5][C:6](=[O:19])[C:7]([NH:9][CH2:10][C:11]1[CH:16]=[CH:15][C:14]([O:17][CH3:18])=[CH:13][CH:12]=1)=[O:8].C(O)(C(F)(F)F)=O. (5) Given the product [N:33]1[CH:34]=[CH:35][CH:36]=[N:37][C:32]=1[CH2:31][C:30]1[CH:38]=[CH:39][C:27]([OH:26])=[CH:28][CH:29]=1, predict the reactants needed to synthesize it. The reactants are: [F-].C([N+](CCCC)(CCCC)CCCC)CCC.[Si]([O:26][C:27]1[CH:39]=[CH:38][C:30]([CH2:31][C:32]2[N:37]=[CH:36][CH:35]=[CH:34][N:33]=2)=[CH:29][CH:28]=1)(C(C)(C)C)(C)C. (6) Given the product [ClH:43].[Br:16][C:14]1[CH:15]=[C:10]([C:4]2[C:5](=[O:7])[N:18]([C:20]3[CH:25]=[C:24]([N:26]4[CH2:27][CH2:28][CH2:29][CH2:30][CH2:31]4)[N:23]=[CH:22][N:21]=3)[NH:2][CH:3]=2)[CH:11]=[N:12][CH:13]=1, predict the reactants needed to synthesize it. The reactants are: C[N:2](C)[CH:3]=[C:4]([C:10]1[CH:11]=[N:12][CH:13]=[C:14]([Br:16])[CH:15]=1)[C:5]([O:7]CC)=O.[NH:18]([C:20]1[CH:25]=[C:24]([N:26]2[CH2:31][CH2:30][CH2:29][CH2:28][CH2:27]2)[N:23]=[CH:22][N:21]=1)N.C1(C)C=CC(S(O)(=O)=O)=CC=1.[ClH:43].